From a dataset of Catalyst prediction with 721,799 reactions and 888 catalyst types from USPTO. Predict which catalyst facilitates the given reaction. (1) Reactant: [CH3:1][O:2][C:3]1[CH:12]=[C:11]2[C:6]([CH:7]=[CH:8][CH:9]=[C:10]2[CH2:13][C:14]#[N:15])=[CH:5][CH:4]=1.[H-].[Na+].[C:18](=O)([O:21]C)[O:19][CH3:20].Cl. Product: [C:14]([CH:13]([C:10]1[C:11]2[C:6](=[CH:5][CH:4]=[C:3]([O:2][CH3:1])[CH:12]=2)[CH:7]=[CH:8][CH:9]=1)[C:18]([O:19][CH3:20])=[O:21])#[N:15]. The catalyst class is: 7. (2) Reactant: [C:1]([O:5][C:6](=[O:16])[NH:7][C:8]1[CH:13]=[CH:12][CH:11]=[C:10]([CH:14]=O)[CH:9]=1)([CH3:4])([CH3:3])[CH3:2].[NH:17]1[CH2:27][CH2:26][CH:20]([C:21]([O:23][CH2:24][CH3:25])=[O:22])[CH2:19][CH2:18]1.C(O)(=O)C.C([BH3-])#N.[Na+]. Product: [CH2:24]([O:23][C:21]([CH:20]1[CH2:26][CH2:27][N:17]([CH2:14][C:10]2[CH:11]=[CH:12][CH:13]=[C:8]([NH:7][C:6]([O:5][C:1]([CH3:4])([CH3:3])[CH3:2])=[O:16])[CH:9]=2)[CH2:18][CH2:19]1)=[O:22])[CH3:25]. The catalyst class is: 24. (3) Reactant: [CH2:1]([O:3][C:4]([C:6]1[NH:10][C:9]([C:11](O)=[O:12])=[CH:8][C:7]=1[CH3:14])=[O:5])[CH3:2].C[CH2:16][N:17](C(C)C)[CH:18](C)C.CNC.C1COCC1.CN(C(ON1N=NC2C=CC=NC1=2)=[N+](C)C)C.F[P-](F)(F)(F)(F)F. Product: [CH3:16][N:17]([CH3:18])[C:11]([C:9]1[NH:10][C:6]([C:4]([O:3][CH2:1][CH3:2])=[O:5])=[C:7]([CH3:14])[CH:8]=1)=[O:12]. The catalyst class is: 3. (4) Reactant: [F:1][C:2]([F:22])([F:21])[CH2:3][O:4][C:5]1[CH:9]=[C:8]([N:10]2C(=O)C3C(=CC=CC=3)C2=O)[NH:7][N:6]=1.O.NN. Product: [F:22][C:2]([F:1])([F:21])[CH2:3][O:4][C:5]1[CH:9]=[C:8]([NH2:10])[NH:7][N:6]=1. The catalyst class is: 8. (5) Reactant: Cl.[CH3:2][CH:3]([N:5]1[CH2:10][CH2:9][N:8]([C:11]([C@H:13]2[CH2:17][CH2:16][N:15](C(OC(C)(C)C)=O)[CH2:14]2)=[O:12])[CH2:7][C@@H:6]1[CH3:25])[CH3:4]. Product: [CH3:4][CH:3]([N:5]1[CH2:10][CH2:9][N:8]([C:11]([C@H:13]2[CH2:17][CH2:16][NH:15][CH2:14]2)=[O:12])[CH2:7][C@@H:6]1[CH3:25])[CH3:2]. The catalyst class is: 169.